Dataset: Reaction yield outcomes from USPTO patents with 853,638 reactions. Task: Predict the reaction yield, written as a fraction of the theoretical maximum amount of product (1.0 means a 100% yield; for example, 0.34 means a 34% yield). (1) The reactants are [OH:1][C@@H:2]([CH2:8]O)[CH2:3][C:4]([O:6][CH3:7])=[O:5].C1C=CC(P(C2C=CC=CC=2)C2C=CC=CC=2)=CC=1.C1C(=O)N([Cl:36])C(=O)C1. The catalyst is C(Cl)Cl. The product is [Cl:36][CH2:8][C@H:2]([OH:1])[CH2:3][C:4]([O:6][CH3:7])=[O:5]. The yield is 0.260. (2) The reactants are Cl[CH2:2][Si:3]([CH3:33])([CH3:32])[CH2:4][CH2:5][C:6]1[C:18]2[CH2:17][N:16]3[C:11](=[CH:12][C:13]4[C@:23]([CH2:25][CH3:26])([OH:24])[C:22](=[O:27])[O:21][CH2:20][C:14]=4[C:15]3=[O:19])[C:10]=2[N:9]=[C:8]2[CH:28]=[CH:29][CH:30]=[CH:31][C:7]=12.[CH2:34]([NH2:41])[C:35]1[CH:40]=[CH:39][CH:38]=[CH:37][CH:36]=1. The catalyst is C(#N)C. The product is [CH2:34]([NH:41][CH2:2][Si:3]([CH3:33])([CH3:32])[CH2:4][CH2:5][C:6]1[C:18]2[CH2:17][N:16]3[C:11](=[CH:12][C:13]4[C@:23]([CH2:25][CH3:26])([OH:24])[C:22](=[O:27])[O:21][CH2:20][C:14]=4[C:15]3=[O:19])[C:10]=2[N:9]=[C:8]2[CH:28]=[CH:29][CH:30]=[CH:31][C:7]=12)[C:35]1[CH:40]=[CH:39][CH:38]=[CH:37][CH:36]=1. The yield is 0.500.